The task is: Predict the product of the given reaction.. This data is from Forward reaction prediction with 1.9M reactions from USPTO patents (1976-2016). (1) Given the reactants [I:1][C:2]1[CH:7]=[CH:6][C:5]([OH:8])=[CH:4][CH:3]=1.[OH-].[Na+].C(=O)([O-])[O-].[K+].[K+].[CH2:17](Br)[C:18]1[CH:23]=[CH:22][CH:21]=[CH:20][CH:19]=1, predict the reaction product. The product is: [CH2:17]([O:8][C:5]1[CH:6]=[CH:7][C:2]([I:1])=[CH:3][CH:4]=1)[C:18]1[CH:23]=[CH:22][CH:21]=[CH:20][CH:19]=1. (2) Given the reactants [NH2:1][CH2:2][C:3]1[CH:4]=[C:5]([CH2:9][OH:10])[CH:6]=[CH:7][CH:8]=1.[Cl:11][CH2:12][C:13](Cl)=[O:14], predict the reaction product. The product is: [Cl:11][CH2:12][C:13]([NH:1][CH2:2][C:3]1[CH:8]=[CH:7][CH:6]=[C:5]([CH2:9][OH:10])[CH:4]=1)=[O:14]. (3) Given the reactants [NH2:1][C:2]1[CH:7]=[CH:6][CH:5]=[CH:4][N:3]=1.[H-].[Na+].[Cl:10][C:11]1[CH:12]=[C:13](Cl)[C:14]2[N:15]([CH:17]=[CH:18][N:19]=2)[N:16]=1, predict the reaction product. The product is: [Cl:10][C:11]1[CH:12]=[C:13]([NH:1][C:2]2[CH:7]=[CH:6][CH:5]=[CH:4][N:3]=2)[C:14]2[N:15]([CH:17]=[CH:18][N:19]=2)[N:16]=1. (4) Given the reactants [N:1]1[CH:6]=[CH:5][CH:4]=[CH:3][C:2]=1[O:7][CH2:8][C:9]1[CH:27]=[CH:26][C:12]([CH2:13][C:14]2[CH:18]=[C:17]([C:19]3[C:20]([NH2:25])=[N:21][CH:22]=[CH:23][CH:24]=3)[O:16][N:15]=2)=[CH:11][CH:10]=1.[C:28]([OH:35])(=[O:34])[CH2:29][CH2:30][C:31]([OH:33])=[O:32], predict the reaction product. The product is: [C:28]([OH:35])(=[O:34])[CH2:29][CH2:30][C:31]([OH:33])=[O:32].[N:1]1[CH:6]=[CH:5][CH:4]=[CH:3][C:2]=1[O:7][CH2:8][C:9]1[CH:27]=[CH:26][C:12]([CH2:13][C:14]2[CH:18]=[C:17]([C:19]3[C:20]([NH2:25])=[N:21][CH:22]=[CH:23][CH:24]=3)[O:16][N:15]=2)=[CH:11][CH:10]=1.[N:1]1[CH:6]=[CH:5][CH:4]=[CH:3][C:2]=1[O:7][CH2:8][C:9]1[CH:27]=[CH:26][C:12]([CH2:13][C:14]2[CH:18]=[C:17]([C:19]3[C:20]([NH2:25])=[N:21][CH:22]=[CH:23][CH:24]=3)[O:16][N:15]=2)=[CH:11][CH:10]=1. (5) The product is: [Br:14][C:15]1[N:19]2[CH2:20][CH2:21][N:22]([C:11]([C:9]3[CH:10]=[C:5]4[N:4]=[CH:3][C:2]([Br:1])=[CH:7][N:6]4[N:8]=3)=[O:13])[CH2:23][C:18]2=[CH:17][CH:16]=1. Given the reactants [Br:1][C:2]1[CH:3]=[N:4][C:5]2[N:6]([N:8]=[C:9]([C:11]([OH:13])=O)[CH:10]=2)[CH:7]=1.[Br:14][C:15]1[N:19]2[CH2:20][CH2:21][NH:22][CH2:23][C:18]2=[CH:17][CH:16]=1, predict the reaction product. (6) Given the reactants [CH2:1]1[C:9]2[C:4](=[CH:5][CH:6]=[CH:7][CH:8]=2)[CH2:3][N:2]1[N:10]([CH3:46])[C:11](=[O:45])[CH2:12][N:13]([C:30]1[CH:35]=[CH:34][C:33](B2OCC(C)(C)CO2)=[CH:32][C:31]=1[CH3:44])[CH2:14][C:15]([NH:17][CH2:18][CH2:19][N:20]([C:23]([O:25][C:26]([CH3:29])([CH3:28])[CH3:27])=[O:24])[CH2:21][CH3:22])=[O:16].Cl[C:48]1[N:49]=[N:50][C:51]([O:54][CH3:55])=[CH:52][CH:53]=1, predict the reaction product. The product is: [CH2:1]1[C:9]2[C:4](=[CH:5][CH:6]=[CH:7][CH:8]=2)[CH2:3][N:2]1[N:10]([CH3:46])[C:11](=[O:45])[CH2:12][N:13]([C:30]1[CH:35]=[CH:34][C:33]([C:48]2[N:49]=[N:50][C:51]([O:54][CH3:55])=[CH:52][CH:53]=2)=[CH:32][C:31]=1[CH3:44])[CH2:14][C:15]([NH:17][CH2:18][CH2:19][N:20]([C:23]([O:25][C:26]([CH3:29])([CH3:27])[CH3:28])=[O:24])[CH2:21][CH3:22])=[O:16]. (7) Given the reactants Br[C:2]1[C:3]2[N:4]([N:8]=[C:9]([NH2:11])[N:10]=2)[CH:5]=[CH:6][CH:7]=1.[CH3:12][O:13][C:14]1[CH:19]=[CH:18][C:17](B(O)O)=[CH:16][N:15]=1, predict the reaction product. The product is: [CH3:12][O:13][C:14]1[N:15]=[CH:16][C:17]([C:2]2[C:3]3[N:4]([N:8]=[C:9]([NH2:11])[N:10]=3)[CH:5]=[CH:6][CH:7]=2)=[CH:18][CH:19]=1. (8) Given the reactants Cl[C:2]1[C:10]([C:11]([OH:13])=[O:12])=[C:9]2[N:5]([CH2:6][CH2:7][CH2:8]2)[C:4](=[O:14])[C:3]=1[F:15].[F:16][C:17]1[CH:23]=[C:22]([I:24])[CH:21]=[CH:20][C:18]=1[NH2:19].[Li+].C[Si]([N-][Si](C)(C)C)(C)C, predict the reaction product. The product is: [F:15][C:3]1[C:4](=[O:14])[N:5]2[C:9](=[C:10]([C:11]([OH:13])=[O:12])[C:2]=1[NH:19][C:18]1[CH:20]=[CH:21][C:22]([I:24])=[CH:23][C:17]=1[F:16])[CH2:8][CH2:7][CH2:6]2. (9) Given the reactants [CH2:1]([C@@H:8]1[CH2:12][O:11][C:10](=[O:13])[N:9]1[C:14](=[O:25])[C@H:15]([CH2:18][C:19]1[CH:24]=[CH:23][CH:22]=[CH:21][CH:20]=1)[CH:16]=[CH2:17])[C:2]1[CH:7]=[CH:6][CH:5]=[CH:4][CH:3]=1.[CH2:26]([Si:29]([CH3:32])([CH3:31])[CH3:30])C=C.C(Cl)(Cl)Cl, predict the reaction product. The product is: [CH2:1]([C@@H:8]1[CH2:12][O:11][C:10](=[O:13])[N:9]1[C:14](=[O:25])[C@H:15]([CH2:18][C:19]1[CH:24]=[CH:23][CH:22]=[CH:21][CH:20]=1)/[CH:16]=[CH:17]/[CH2:26][Si:29]([CH3:32])([CH3:31])[CH3:30])[C:2]1[CH:3]=[CH:4][CH:5]=[CH:6][CH:7]=1.